This data is from Forward reaction prediction with 1.9M reactions from USPTO patents (1976-2016). The task is: Predict the product of the given reaction. (1) Given the reactants [Cl:1][C:2]1[CH:3]=[CH:4][C:5]2[N:11]3[CH:12]=[CH:13][CH:14]=[C:10]3[C@@H:9]([CH2:15][CH2:16][C:17](O)=[O:18])[O:8][C@H:7]([C:20]3[CH:25]=[CH:24][CH:23]=[C:22]([O:26][CH3:27])[C:21]=3[O:28][CH3:29])[C:6]=2[CH:30]=1.[NH:31]1[CH2:36][CH2:35][CH:34]([O:37][CH2:38][CH2:39][C:40]([O:42][CH3:43])=[O:41])[CH2:33][CH2:32]1.Cl.C(N=C=NCCCN(C)C)C.ON1C2C=CC=CC=2N=N1, predict the reaction product. The product is: [Cl:1][C:2]1[CH:3]=[CH:4][C:5]2[N:11]3[CH:12]=[CH:13][CH:14]=[C:10]3[C@@H:9]([CH2:15][CH2:16][C:17]([N:31]3[CH2:32][CH2:33][CH:34]([O:37][CH2:38][CH2:39][C:40]([O:42][CH3:43])=[O:41])[CH2:35][CH2:36]3)=[O:18])[O:8][C@H:7]([C:20]3[CH:25]=[CH:24][CH:23]=[C:22]([O:26][CH3:27])[C:21]=3[O:28][CH3:29])[C:6]=2[CH:30]=1. (2) Given the reactants [I:1][C:2]1[CH:13]=[CH:12][C:5]([CH2:6][C@@H:7]([C:9]([NH2:11])=[O:10])[NH2:8])=[CH:4][CH:3]=1.[CH2:14]1[CH2:20][S:17](=[O:19])(=[O:18])[O:16][CH2:15]1, predict the reaction product. The product is: [I:1][C:2]1[CH:3]=[CH:4][C:5]([CH2:6][C@@H:7]([C:9]([NH:11][CH2:15][CH2:14][CH2:20][S:17]([OH:19])(=[O:18])=[O:16])=[O:10])[NH2:8])=[CH:12][CH:13]=1.